From a dataset of Reaction yield outcomes from USPTO patents with 853,638 reactions. Predict the reaction yield, written as a fraction of the theoretical maximum amount of product (1.0 means a 100% yield; for example, 0.34 means a 34% yield). (1) The reactants are [Mg].[F:2][C:3]([F:12])([F:11])[C:4]1[CH:9]=[CH:8][C:7](Br)=[CH:6][CH:5]=1.C([O:16][B:17](OC(C)C)[O:18]C(C)C)(C)C.Cl. The catalyst is CCOCC.C1COCC1.CCOCC. The product is [F:2][C:3]([F:12])([F:11])[C:4]1[CH:9]=[CH:8][C:7]([B:17]([OH:18])[OH:16])=[CH:6][CH:5]=1. The yield is 0.350. (2) The reactants are [C:1]12([CH2:11][C:12]([OH:14])=[O:13])[CH2:10][CH:5]3[CH2:6][CH:7]([CH2:9][CH:3]([CH2:4]3)[CH2:2]1)[CH2:8]2.O[CH2:16][CH2:17][O:18][CH2:19][CH2:20][NH:21][C:22](=[O:28])[O:23][C:24]([CH3:27])([CH3:26])[CH3:25].C1CCC(N=C=NC2CCCCC2)CC1. The catalyst is ClCCl.CN(C1C=CN=CC=1)C. The product is [C:1]12([CH2:11][C:12]([O:14][CH2:16][CH2:17][O:18][CH2:19][CH2:20][NH:21][C:22]([O:23][C:24]([CH3:25])([CH3:27])[CH3:26])=[O:28])=[O:13])[CH2:10][CH:5]3[CH2:6][CH:7]([CH2:9][CH:3]([CH2:4]3)[CH2:2]1)[CH2:8]2. The yield is 0.970. (3) The reactants are [C:1]([N:4]1[CH2:7][CH:6]([N:8]2[CH2:14][C:13]3[C:15]([F:26])=[C:16]([Cl:25])[CH:17]=[C:18]([C:19]4([CH3:24])OCC[O:20]4)[C:12]=3[O:11][CH:10]([CH3:27])[C:9]2=[O:28])[CH2:5]1)(=[O:3])[CH3:2].Cl. The catalyst is CO.C(OCC)(=O)C.O. The product is [C:19]([C:18]1[C:12]2[O:11][CH:10]([CH3:27])[C:9](=[O:28])[N:8]([CH:6]3[CH2:5][N:4]([C:1](=[O:3])[CH3:2])[CH2:7]3)[CH2:14][C:13]=2[C:15]([F:26])=[C:16]([Cl:25])[CH:17]=1)(=[O:20])[CH3:24]. The yield is 0.780. (4) The catalyst is CC(C)=O. The reactants are [OH:1][C:2]1[CH:3]=[C:4]([CH2:8][C:9]([O:11][CH3:12])=[O:10])[CH:5]=[CH:6][CH:7]=1.Br[CH2:14][CH2:15][CH2:16][Cl:17].C(=O)([O-])[O-].[K+].[K+]. The yield is 0.950. The product is [Cl:17][CH2:16][CH2:15][CH2:14][O:1][C:2]1[CH:3]=[C:4]([CH2:8][C:9]([O:11][CH3:12])=[O:10])[CH:5]=[CH:6][CH:7]=1. (5) The reactants are [OH:1][CH:2]=[C:3]([CH2:8][C:9]1[N:10]([CH3:18])[C:11]2[C:16]([CH:17]=1)=[CH:15][CH:14]=[CH:13][CH:12]=2)[C:4](OC)=O.[NH2:19][C:20]([NH2:22])=[S:21]. The catalyst is CO. The product is [CH3:18][N:10]1[C:11]2[C:16](=[CH:15][CH:14]=[CH:13][CH:12]=2)[CH:17]=[C:9]1[CH2:8][C:3]1[C:2](=[O:1])[NH:19][C:20](=[S:21])[NH:22][CH:4]=1. The yield is 0.567. (6) The reactants are C1C2NC3C(=CC=CC=3)SC=2C=CC=1C(O)=[O:16].[C:18]([N:21]1[C:27]2[CH:28]=[CH:29][CH:30]=[CH:31][C:26]=2[CH2:25][CH2:24][C:23]2[CH:32]=[CH:33][C:34]([C:36](=[O:38])C)=[CH:35][C:22]1=2)(=[O:20])[CH3:19]. No catalyst specified. The product is [C:18]([N:21]1[C:27]2[CH:28]=[CH:29][CH:30]=[CH:31][C:26]=2[CH2:25][CH2:24][C:23]2[CH:32]=[CH:33][C:34]([C:36]([OH:16])=[O:38])=[CH:35][C:22]1=2)(=[O:20])[CH3:19]. The yield is 0.620.